This data is from Full USPTO retrosynthesis dataset with 1.9M reactions from patents (1976-2016). The task is: Predict the reactants needed to synthesize the given product. The reactants are: C(OC(=O)[C:7]1[CH:12]=[C:11]([N:13]2[CH2:17][CH2:16][CH2:15][C:14]2=[O:18])[CH:10]=[C:9](Br)[CH:8]=1)(C)(C)C.C[C:22](C)([O-:24])C.[Na+].C1(P(C2CCCCC2)[C:34]2C=CC=[CH:36][C:35]=2[C:40]2C=CC=CC=2)CCCCC1.[CH2:52]([NH:54][CH2:55][C:56]1[CH:61]=[CH:60][CH:59]=[CH:58][CH:57]=1)[CH3:53].[OH2:62]. Given the product [C:35]([O:62][C:22](=[O:24])[C:12]1[CH:7]=[CH:8][CH:9]=[C:10]([N:54]([CH2:55][C:56]2[CH:61]=[CH:60][CH:59]=[CH:58][CH:57]=2)[CH2:52][CH3:53])[C:11]=1[N:13]1[CH2:17][CH2:16][CH2:15][C:14]1=[O:18])([CH3:40])([CH3:36])[CH3:34], predict the reactants needed to synthesize it.